Dataset: Catalyst prediction with 721,799 reactions and 888 catalyst types from USPTO. Task: Predict which catalyst facilitates the given reaction. (1) Reactant: [NH2:1][C:2]([CH3:6])([CH3:5])[CH2:3][OH:4].[CH3:7][O:8][C:9]1[CH:17]=[C:16]([C:18]([F:21])([F:20])[F:19])[CH:15]=[C:14]([O:22][CH3:23])[C:10]=1[C:11](Cl)=[O:12].O. Product: [OH:4][CH2:3][C:2]([NH:1][C:11](=[O:12])[C:10]1[C:14]([O:22][CH3:23])=[CH:15][C:16]([C:18]([F:19])([F:20])[F:21])=[CH:17][C:9]=1[O:8][CH3:7])([CH3:6])[CH3:5]. The catalyst class is: 4. (2) Reactant: Cl[C:2]1[CH:3]=[CH:4][C:5]2[N:6]([CH:8]=[C:9]([C:11]([N:13]3[CH2:18][CH2:17][CH:16]([C:19]4[CH:24]=[CH:23][CH:22]=[CH:21][C:20]=4[C:25]([F:28])([F:27])[F:26])[CH2:15][CH2:14]3)=[O:12])[N:10]=2)[N:7]=1.[CH:29]1([B-](F)(F)F)[CH2:31][CH2:30]1.[K+].C12(P(C34CC5CC(CC(C5)C3)C4)CCCC)CC3CC(CC(C3)C1)C2.C([O-])([O-])=O.[Cs+].[Cs+]. Product: [CH:29]1([C:2]2[CH:3]=[CH:4][C:5]3[N:6]([CH:8]=[C:9]([C:11]([N:13]4[CH2:18][CH2:17][CH:16]([C:19]5[CH:24]=[CH:23][CH:22]=[CH:21][C:20]=5[C:25]([F:27])([F:26])[F:28])[CH2:15][CH2:14]4)=[O:12])[N:10]=3)[N:7]=2)[CH2:31][CH2:30]1. The catalyst class is: 874. (3) Reactant: [NH2:1]/[C:2](=[N:11]\[O:12][C:13]([C@H:15]1[CH2:19][CH2:18][C@H:17]([NH:20][C:21](=[O:27])[O:22][C:23]([CH3:26])([CH3:25])[CH3:24])[CH2:16]1)=O)/[CH:3]([OH:10])[C:4]1[CH:9]=[CH:8][CH:7]=[CH:6][CH:5]=1.O.O.O.C([O-])(=O)C.[Na+]. Product: [OH:10][CH:3]([C:4]1[CH:9]=[CH:8][CH:7]=[CH:6][CH:5]=1)[C:2]1[N:1]=[C:13]([C@H:15]2[CH2:19][CH2:18][C@H:17]([NH:20][C:21](=[O:27])[O:22][C:23]([CH3:26])([CH3:25])[CH3:24])[CH2:16]2)[O:12][N:11]=1. The catalyst class is: 8. (4) Reactant: [C:1](Cl)(=[O:3])[CH3:2].C(N[C@H:13]([C:18](O)=O)[CH2:14][CH:15]([CH3:17])[CH3:16])([O:7][C:8](C)(C)[CH3:9])=O.O.CN(C(ON1N=NC2C=CC=NC1=2)=[N+](C)C)C.F[P-](F)(F)(F)(F)F.CCN(C(C)C)C(C)C. Product: [CH3:18][CH2:13][CH2:14][CH:15]([CH3:17])[CH3:16].[CH3:2][CH2:1][O:3][C:8]([CH3:9])=[O:7]. The catalyst class is: 475. (5) Reactant: [O:1]1[C:7]2[CH:8]=[C:9]([C:12]([O:14][CH3:15])=[O:13])[CH:10]=[CH:11][C:6]=2[CH2:5][NH:4][CH2:3][CH2:2]1.CCN(CC)CC.[CH3:23][C:24]([CH3:29])([CH3:28])[C:25](Cl)=[O:26]. Product: [C:25]([N:4]1[CH2:5][C:6]2[CH:11]=[CH:10][C:9]([C:12]([O:14][CH3:15])=[O:13])=[CH:8][C:7]=2[O:1][CH2:2][CH2:3]1)(=[O:26])[C:24]([CH3:29])([CH3:28])[CH3:23]. The catalyst class is: 2. (6) Reactant: [Br:1][C:2]1[CH:3]=[C:4]([C:8]2(O)[C:21]3[CH:20]=[C:19]([C:22]4[CH:27]=[CH:26][CH:25]=[CH:24][CH:23]=4)[CH:18]=[CH:17][C:16]=3[C:15]([C:29]3[CH:34]=[CH:33][CH:32]=[C:31]([Br:35])[CH:30]=3)(O)[C:14]3[C:9]2=[CH:10][CH:11]=[CH:12][CH:13]=3)[CH:5]=[CH:6][CH:7]=1.O.[PH2]([O-])=O.[Na+].[I-].[K+]. Product: [Br:1][C:2]1[CH:3]=[C:4]([C:8]2[C:9]3[C:14]([C:15]([C:29]4[CH:34]=[CH:33][CH:32]=[C:31]([Br:35])[CH:30]=4)=[C:16]4[C:21]=2[CH:20]=[C:19]([C:22]2[CH:27]=[CH:26][CH:25]=[CH:24][CH:23]=2)[CH:18]=[CH:17]4)=[CH:13][CH:12]=[CH:11][CH:10]=3)[CH:5]=[CH:6][CH:7]=1. The catalyst class is: 15.